From a dataset of Forward reaction prediction with 1.9M reactions from USPTO patents (1976-2016). Predict the product of the given reaction. Given the reactants [Cl:1][C:2]1[CH:3]=[C:4]([NH:8][C:9]2[N:14]=[C:13]([C:15]3[C:16]([NH:21][CH2:22][CH2:23][CH2:24][NH2:25])=[N:17][CH:18]=[CH:19][CH:20]=3)[CH:12]=[CH:11][N:10]=2)[CH:5]=[CH:6][CH:7]=1.[C:26](OC(=O)C)(=[O:28])[CH3:27], predict the reaction product. The product is: [Cl:1][C:2]1[CH:3]=[C:4]([NH:8][C:9]2[N:14]=[C:13]([C:15]3[C:16]([NH:21][CH2:22][CH2:23][CH2:24][NH:25][C:26](=[O:28])[CH3:27])=[N:17][CH:18]=[CH:19][CH:20]=3)[CH:12]=[CH:11][N:10]=2)[CH:5]=[CH:6][CH:7]=1.